Dataset: Reaction yield outcomes from USPTO patents with 853,638 reactions. Task: Predict the reaction yield, written as a fraction of the theoretical maximum amount of product (1.0 means a 100% yield; for example, 0.34 means a 34% yield). (1) The reactants are [H-].[Na+].CS(C)=O.[ClH:7].[NH2:8][C:9]1[CH:14]=[CH:13][C:12]([OH:15])=[CH:11][C:10]=1Cl.Cl[C:18]1[C:27]2[C:22](=[CH:23][C:24]([O:30][CH3:31])=[C:25]([O:28][CH3:29])[CH:26]=2)[N:21]=[CH:20][CH:19]=1. The catalyst is O. The product is [Cl:7][C:11]1[CH:10]=[C:9]([CH:14]=[CH:13][C:12]=1[O:15][C:18]1[C:27]2[C:22](=[CH:23][C:24]([O:30][CH3:31])=[C:25]([O:28][CH3:29])[CH:26]=2)[N:21]=[CH:20][CH:19]=1)[NH2:8]. The yield is 0.600. (2) The catalyst is C(OCC)(=O)C.ClCCCl. The reactants are [Cl:1][C:2]1[CH:3]=[C:4]2[C:9](=[O:10])[O:8][C:6](=[O:7])[C:5]2=[CH:11][C:12]=1[Cl:13].[Al+3].[Cl-].[Cl-].[Cl-].[Cl:18][C:19]1[C:20]([OH:34])=[C:21]([CH2:26][CH2:27][CH2:28][CH2:29][C:30]([O:32][CH3:33])=[O:31])[CH:22]=[CH:23][C:24]=1[OH:25].Cl. The product is [Cl:13][C:12]1[C:2]([Cl:1])=[CH:3][C:4]([C:9]([OH:8])=[O:10])=[C:5]([C:6]([C:23]2[CH:22]=[C:21]([CH2:26][CH2:27][CH2:28][CH2:29][C:30]([O:32][CH3:33])=[O:31])[C:20]([OH:34])=[C:19]([Cl:18])[C:24]=2[OH:25])=[O:7])[CH:11]=1. The yield is 0.690. (3) The reactants are [Cl:1][C:2]1[CH:3]=[C:4]([C@@H:12]([CH2:16][CH:17]2[CH2:22][CH2:21][C:20](=[O:23])[CH2:19][CH2:18]2)[C:13](O)=[O:14])[CH:5]=[CH:6][C:7]=1[S:8]([CH3:11])(=[O:10])=[O:9].C1(P(C2C=CC=CC=2)C2C=CC=CC=2)C=CC=CC=1.BrN1C(=O)CCC1=O.[NH2:51][C:52]1[CH:57]=[CH:56][C:55]([Cl:58])=[CH:54][N:53]=1.N1C(C)=CC=CC=1C. The catalyst is C(Cl)Cl. The product is [Cl:1][C:2]1[CH:3]=[C:4]([C@@H:12]([CH2:16][CH:17]2[CH2:18][CH2:19][C:20](=[O:23])[CH2:21][CH2:22]2)[C:13]([NH:51][C:52]2[CH:57]=[CH:56][C:55]([Cl:58])=[CH:54][N:53]=2)=[O:14])[CH:5]=[CH:6][C:7]=1[S:8]([CH3:11])(=[O:9])=[O:10]. The yield is 0.670. (4) The reactants are CN(C(ON1N=NC2C=CC=CC1=2)=[N+](C)C)C.[B-](F)(F)(F)F.C(N(CC)CC)C.Cl.[NH:31]1[CH:35]=[C:34]([CH2:36][CH2:37][C:38]([OH:40])=O)[N:33]=[CH:32]1.[NH2:41][C@H:42]([CH2:60][C:61]1[CH:66]=[CH:65][C:64]([O:67][CH3:68])=[CH:63][CH:62]=1)[C:43]([N:45]1[CH2:48][C:47]([CH:54]2[CH2:59][CH2:58][CH2:57][CH2:56][CH2:55]2)([CH2:49][CH2:50][CH2:51][CH2:52][CH3:53])[CH2:46]1)=[O:44]. The yield is 0.550. The catalyst is CN(C=O)C. The product is [CH:54]1([C:47]2([CH2:49][CH2:50][CH2:51][CH2:52][CH3:53])[CH2:46][N:45]([C:43](=[O:44])[C@H:42]([NH:41][C:38](=[O:40])[CH2:37][CH2:36][C:34]3[N:33]=[CH:32][NH:31][CH:35]=3)[CH2:60][C:61]3[CH:62]=[CH:63][C:64]([O:67][CH3:68])=[CH:65][CH:66]=3)[CH2:48]2)[CH2:59][CH2:58][CH2:57][CH2:56][CH2:55]1. (5) The reactants are O=P12OP3(OP(OP(O3)(O1)=O)(=O)O2)=O.FC(F)(F)C(O)=O.C(OC([C:29]1[CH:33]=[C:32]([CH2:34][N:35]2[CH2:40][CH2:39][O:38][CH2:37][CH2:36]2)[S:31][C:30]=1[N:41]([CH:43]=[C:44]([C:50]([O:52][CH2:53][CH3:54])=[O:51])[C:45]([O:47]CC)=O)[CH3:42])=O)(C)(C)C. The catalyst is C1(C)C=CC=CC=1. The product is [CH3:42][N:41]1[CH:43]=[C:44]([C:50]([O:52][CH2:53][CH3:54])=[O:51])[C:45](=[O:47])[C:29]2[CH:33]=[C:32]([CH2:34][N:35]3[CH2:36][CH2:37][O:38][CH2:39][CH2:40]3)[S:31][C:30]1=2. The yield is 0.870. (6) The reactants are [NH2:1][C:2]1[CH:7]=[CH:6][N:5]=[C:4]([C:8]([OH:10])=[O:9])[CH:3]=1.[CH3:11]O. No catalyst specified. The product is [NH2:1][C:2]1[CH:7]=[CH:6][N:5]=[C:4]([C:8]([O:10][CH3:11])=[O:9])[CH:3]=1. The yield is 0.764. (7) The reactants are Cl[C:2]1[N:3]=[C:4]([NH:18][CH2:19][C:20]2[CH:25]=[CH:24][CH:23]=[CH:22][N:21]=2)[C:5]2[C:10]([CH:11]=1)=[CH:9][CH:8]=[CH:7][C:6]=2[C:12]1[CH:17]=[CH:16][CH:15]=[CH:14][CH:13]=1.[C:26]([NH:30][S:31]([C:34]1[CH:35]=[N:36][CH:37]=[C:38](B2OC(C)(C)C(C)(C)O2)[CH:39]=1)(=[O:33])=[O:32])([CH3:29])([CH3:28])[CH3:27].C(=O)([O-])[O-].[K+].[K+]. The catalyst is O1CCOCC1.O. The product is [C:26]([NH:30][S:31]([C:34]1[CH:35]=[N:36][CH:37]=[C:38]([C:2]2[N:3]=[C:4]([NH:18][CH2:19][C:20]3[CH:25]=[CH:24][CH:23]=[CH:22][N:21]=3)[C:5]3[C:10]([CH:11]=2)=[CH:9][CH:8]=[CH:7][C:6]=3[C:12]2[CH:17]=[CH:16][CH:15]=[CH:14][CH:13]=2)[CH:39]=1)(=[O:33])=[O:32])([CH3:29])([CH3:27])[CH3:28]. The yield is 0.470. (8) The reactants are CN(C(ON1N=NC2C=CC=NC1=2)=[N+](C)C)C.F[P-](F)(F)(F)(F)F.Cl[C:26]1[N:30]2[CH:31]=[C:32]([C:39]3[CH:43]=[CH:42][O:41][CH:40]=3)[CH:33]=[C:34]([C:35]([F:38])([F:37])[F:36])[C:29]2=[N:28][C:27]=1[C:44]([OH:46])=O.[NH2:47][C@H:48]([C:61]([O:63][CH3:64])=[O:62])[CH2:49][CH2:50][CH2:51][CH2:52][NH:53][C:54]([O:56][C:57]([CH3:60])([CH3:59])[CH3:58])=[O:55].Cl. No catalyst specified. The product is [CH3:64][O:63][C:61](=[O:62])[C@@H:48]([NH:47][C:44]([C:27]1[N:28]=[C:29]2[C:34]([C:35]([F:36])([F:37])[F:38])=[CH:33][C:32]([C:39]3[CH:43]=[CH:42][O:41][CH:40]=3)=[CH:31][N:30]2[CH:26]=1)=[O:46])[CH2:49][CH2:50][CH2:51][CH2:52][NH:53][C:54]([O:56][C:57]([CH3:58])([CH3:59])[CH3:60])=[O:55]. The yield is 0.540. (9) The reactants are [CH3:1][C:2]1([CH3:15])[CH2:14][C:5]2[S:6][C:7]([C:9]([O:11]CC)=[O:10])=[CH:8][C:4]=2[CH2:3]1.O.[OH-].[Li+]. The catalyst is CC(O)C.O1CCCC1. The product is [CH3:1][C:2]1([CH3:15])[CH2:14][C:5]2[S:6][C:7]([C:9]([OH:11])=[O:10])=[CH:8][C:4]=2[CH2:3]1. The yield is 0.860. (10) The reactants are [C:1]([C:5]1[CH:53]=[CH:52][C:8]([C:9]([NH:11][C@@H:12]([CH2:25][C:26]2[CH:31]=[CH:30][C:29]([C:32]3[N:37]=[CH:36][C:35]([C:38]4[CH:43]=[CH:42][C:41]([O:44][CH2:45][CH2:46][CH2:47][CH2:48][CH2:49][CH2:50][CH3:51])=[CH:40][CH:39]=4)=[CH:34][N:33]=3)=[CH:28][CH:27]=2)[C:13]([NH:15][C@H:16]([CH3:24])[C:17]([O:19]C(C)(C)C)=[O:18])=[O:14])=[O:10])=[CH:7][CH:6]=1)([CH3:4])([CH3:3])[CH3:2].C(O)(C(F)(F)F)=O. The catalyst is C(Cl)Cl.C1(C)C=CC=CC=1. The product is [C:1]([C:5]1[CH:6]=[CH:7][C:8]([C:9]([NH:11][C@@H:12]([CH2:25][C:26]2[CH:31]=[CH:30][C:29]([C:32]3[N:37]=[CH:36][C:35]([C:38]4[CH:39]=[CH:40][C:41]([O:44][CH2:45][CH2:46][CH2:47][CH2:48][CH2:49][CH2:50][CH3:51])=[CH:42][CH:43]=4)=[CH:34][N:33]=3)=[CH:28][CH:27]=2)[C:13]([NH:15][C@H:16]([CH3:24])[C:17]([OH:19])=[O:18])=[O:14])=[O:10])=[CH:52][CH:53]=1)([CH3:3])([CH3:2])[CH3:4]. The yield is 0.660.